Dataset: Reaction yield outcomes from USPTO patents with 853,638 reactions. Task: Predict the reaction yield, written as a fraction of the theoretical maximum amount of product (1.0 means a 100% yield; for example, 0.34 means a 34% yield). (1) The catalyst is CCO. The reactants are [BH4-].[Na+].[CH3:3][C:4]([CH3:29])([CH3:28])[C:5](=[O:27])[CH2:6][NH:7][C:8]([C:10]1[C:11]([S:16][CH2:17][CH2:18][CH2:19][C:20]2[CH:25]=[CH:24][C:23]([F:26])=[CH:22][CH:21]=2)=[N:12][CH:13]=[CH:14][CH:15]=1)=[O:9].CCCCCC.CC(=O)OCC. The yield is 0.910. The product is [F:26][C:23]1[CH:24]=[CH:25][C:20]([CH2:19][CH2:18][CH2:17][S:16][C:11]2[C:10]([C:8]([NH:7][CH2:6][CH:5]([OH:27])[C:4]([CH3:28])([CH3:3])[CH3:29])=[O:9])=[CH:15][CH:14]=[CH:13][N:12]=2)=[CH:21][CH:22]=1. (2) The reactants are [CH3:1][NH:2][C:3]1[CH:8]=[CH:7][C:6]([C:9]2[S:10][C:11]3[CH:17]=[C:16]([O:18]C)[CH:15]=[CH:14][C:12]=3[N:13]=2)=[CH:5][C:4]=1[I:20].B(Br)(Br)Br.O.C([O-])(O)=O.[Na+]. The catalyst is C(Cl)Cl. The product is [CH3:1][NH:2][C:3]1[CH:8]=[CH:7][C:6]([C:9]2[S:10][C:11]3[CH:17]=[C:16]([OH:18])[CH:15]=[CH:14][C:12]=3[N:13]=2)=[CH:5][C:4]=1[I:20]. The yield is 0.430. (3) The product is [CH3:14][O:13][C:11]([C:8]1([C:5]2[CH:6]=[CH:7][C:2]([C:15]#[N:16])=[CH:3][CH:4]=2)[CH2:10][CH2:9]1)=[O:12]. The catalyst is CCOC(C)=O.[C-]#N.[Zn+2].[C-]#N.CC(C)([P](C(C)(C)C)([Pd][P](C(C)(C)C)(C(C)(C)C)C(C)(C)C)C(C)(C)C)C.[Zn]. The reactants are Cl[C:2]1[CH:7]=[CH:6][C:5]([C:8]2([C:11]([O:13][CH3:14])=[O:12])[CH2:10][CH2:9]2)=[CH:4][CH:3]=1.[CH3:15][N:16]1CCCC1=O. The yield is 0.760. (4) The yield is 0.540. The product is [O:1]([C:8]1[CH:9]=[C:10]([N:14]([CH2:22][C:23]2[CH:24]=[C:25]([CH2:26][OH:27])[CH:30]=[CH:31][CH:32]=2)[CH2:15][CH:16]([OH:21])[C:17]([F:18])([F:19])[F:20])[CH:11]=[CH:12][CH:13]=1)[C:2]1[CH:7]=[CH:6][CH:5]=[CH:4][CH:3]=1. The reactants are [O:1]([C:8]1[CH:9]=[C:10]([N:14]([CH2:22][C:23]2[CH:24]=[C:25]([CH:30]=[CH:31][CH:32]=2)[C:26](OC)=[O:27])[CH2:15][CH:16]([OH:21])[C:17]([F:20])([F:19])[F:18])[CH:11]=[CH:12][CH:13]=1)[C:2]1[CH:7]=[CH:6][CH:5]=[CH:4][CH:3]=1.[H-].[Al+3].[Li+].[H-].[H-].[H-].C1COCC1. The catalyst is ClCCl.C(OCC)(=O)C. (5) The reactants are O[CH2:2][CH2:3][N:4]([CH:30]([CH3:32])[CH3:31])[C:5]([C:7]1[C:12]([O:13][CH2:14][C:15]2[CH:20]=[CH:19][CH:18]=[CH:17][CH:16]=2)=[C:11]([OH:21])[N:10]=[C:9]([CH2:22][C:23]2[CH:28]=[CH:27][CH:26]=[CH:25][C:24]=2[Br:29])[N:8]=1)=[O:6].C1(P(C2C=CC=CC=2)C2C=CC=CC=2)C=CC=CC=1.CCOC(/N=N/C(OCC)=O)=O. The catalyst is ClCCl. The product is [CH2:14]([O:13][C:12]1[C:11](=[O:21])[N:10]=[C:9]([CH2:22][C:23]2[CH:28]=[CH:27][CH:26]=[CH:25][C:24]=2[Br:29])[N:8]2[CH2:2][CH2:3][N:4]([CH:30]([CH3:32])[CH3:31])[C:5](=[O:6])[C:7]=12)[C:15]1[CH:16]=[CH:17][CH:18]=[CH:19][CH:20]=1. The yield is 0.290. (6) The reactants are [Cl:1][C:2]1[C:3](=[O:25])[N:4]([CH3:24])[CH:5]=[C:6]([C:9]([N:11]2[CH2:16][CH2:15][CH:14]([C:17]3[CH:22]=[CH:21][C:20]([F:23])=[CH:19][CH:18]=3)[CH2:13][CH2:12]2)=[O:10])[C:7]=1Cl.[NH2:26][C:27]1[CH:34]=[C:33]([Cl:35])[CH:32]=[CH:31][C:28]=1[C:29]#[N:30]. No catalyst specified. The product is [Cl:35][C:33]1[CH:32]=[CH:31][C:28]([C:29]#[N:30])=[C:27]([NH:26][C:7]2[C:6]([C:9]([N:11]3[CH2:12][CH2:13][CH:14]([C:17]4[CH:22]=[CH:21][C:20]([F:23])=[CH:19][CH:18]=4)[CH2:15][CH2:16]3)=[O:10])=[CH:5][N:4]([CH3:24])[C:3](=[O:25])[C:2]=2[Cl:1])[CH:34]=1. The yield is 0.530.